This data is from NCI-60 drug combinations with 297,098 pairs across 59 cell lines. The task is: Regression. Given two drug SMILES strings and cell line genomic features, predict the synergy score measuring deviation from expected non-interaction effect. (1) Drug 1: CC1=C2C(C(=O)C3(C(CC4C(C3C(C(C2(C)C)(CC1OC(=O)C(C(C5=CC=CC=C5)NC(=O)OC(C)(C)C)O)O)OC(=O)C6=CC=CC=C6)(CO4)OC(=O)C)OC)C)OC. Drug 2: COCCOC1=C(C=C2C(=C1)C(=NC=N2)NC3=CC=CC(=C3)C#C)OCCOC.Cl. Cell line: MCF7. Synergy scores: CSS=52.6, Synergy_ZIP=9.31, Synergy_Bliss=10.1, Synergy_Loewe=4.28, Synergy_HSA=10.8. (2) Drug 1: COC1=C(C=C2C(=C1)N=CN=C2NC3=CC(=C(C=C3)F)Cl)OCCCN4CCOCC4. Drug 2: C1=NC2=C(N=C(N=C2N1C3C(C(C(O3)CO)O)O)F)N. Cell line: IGROV1. Synergy scores: CSS=54.4, Synergy_ZIP=9.47, Synergy_Bliss=8.93, Synergy_Loewe=-5.56, Synergy_HSA=8.46. (3) Drug 1: C1CN(P(=O)(OC1)NCCCl)CCCl. Drug 2: CC1CCCC2(C(O2)CC(NC(=O)CC(C(C(=O)C(C1O)C)(C)C)O)C(=CC3=CSC(=N3)C)C)C. Cell line: HS 578T. Synergy scores: CSS=54.1, Synergy_ZIP=2.70, Synergy_Bliss=1.21, Synergy_Loewe=-27.8, Synergy_HSA=1.36. (4) Drug 1: CN1CCC(CC1)COC2=C(C=C3C(=C2)N=CN=C3NC4=C(C=C(C=C4)Br)F)OC. Drug 2: CC1C(C(CC(O1)OC2CC(CC3=C2C(=C4C(=C3O)C(=O)C5=CC=CC=C5C4=O)O)(C(=O)C)O)N)O. Cell line: NCIH23. Synergy scores: CSS=39.5, Synergy_ZIP=-0.577, Synergy_Bliss=-0.822, Synergy_Loewe=-23.8, Synergy_HSA=-0.424. (5) Drug 1: CN(C)C1=NC(=NC(=N1)N(C)C)N(C)C. Drug 2: C1CN(P(=O)(OC1)NCCCl)CCCl. Cell line: MDA-MB-231. Synergy scores: CSS=-2.32, Synergy_ZIP=1.17, Synergy_Bliss=-0.831, Synergy_Loewe=-5.01, Synergy_HSA=-4.44. (6) Drug 1: COC1=CC(=CC(=C1O)OC)C2C3C(COC3=O)C(C4=CC5=C(C=C24)OCO5)OC6C(C(C7C(O6)COC(O7)C8=CC=CS8)O)O. Drug 2: CC1=CC2C(CCC3(C2CCC3(C(=O)C)OC(=O)C)C)C4(C1=CC(=O)CC4)C. Cell line: COLO 205. Synergy scores: CSS=58.3, Synergy_ZIP=14.8, Synergy_Bliss=15.1, Synergy_Loewe=-25.2, Synergy_HSA=14.1. (7) Drug 1: CS(=O)(=O)CCNCC1=CC=C(O1)C2=CC3=C(C=C2)N=CN=C3NC4=CC(=C(C=C4)OCC5=CC(=CC=C5)F)Cl. Drug 2: CCN(CC)CCCC(C)NC1=C2C=C(C=CC2=NC3=C1C=CC(=C3)Cl)OC. Cell line: SF-295. Synergy scores: CSS=10.4, Synergy_ZIP=-4.57, Synergy_Bliss=-1.24, Synergy_Loewe=-10.7, Synergy_HSA=-3.18. (8) Drug 1: C1CC(=O)NC(=O)C1N2CC3=C(C2=O)C=CC=C3N. Drug 2: C1=CC(=CC=C1CCCC(=O)O)N(CCCl)CCCl. Cell line: HS 578T. Synergy scores: CSS=13.6, Synergy_ZIP=-5.08, Synergy_Bliss=1.68, Synergy_Loewe=-4.07, Synergy_HSA=0.874.